Dataset: Experimentally validated miRNA-target interactions with 360,000+ pairs, plus equal number of negative samples. Task: Binary Classification. Given a miRNA mature sequence and a target amino acid sequence, predict their likelihood of interaction. The miRNA is hsa-miR-181c-3p with sequence AACCAUCGACCGUUGAGUGGAC. The protein sequence of the target gene is MLLILLSVALLAFSSAQDLDEDVSQEDVPLVISDGGDSEQFIDEERQGPPLGGQQSQPSAGDGNQDDGPQQGPPQQGGQQQQGPPPPQGKPQGPPQQGGHPPPPQGRPQGPPQQGGHPRPPRGRPQGPPQQGGHQQGPPPPPPGKPQGPPPQGGRPQGPPQGQSPQ. Result: 0 (no interaction).